Dataset: NCI-60 drug combinations with 297,098 pairs across 59 cell lines. Task: Regression. Given two drug SMILES strings and cell line genomic features, predict the synergy score measuring deviation from expected non-interaction effect. Drug 1: CC1C(C(CC(O1)OC2CC(CC3=C2C(=C4C(=C3O)C(=O)C5=C(C4=O)C(=CC=C5)OC)O)(C(=O)C)O)N)O.Cl. Drug 2: C1=NC2=C(N1)C(=S)N=C(N2)N. Cell line: T-47D. Synergy scores: CSS=44.1, Synergy_ZIP=-11.4, Synergy_Bliss=-5.16, Synergy_Loewe=-2.75, Synergy_HSA=-2.58.